This data is from Forward reaction prediction with 1.9M reactions from USPTO patents (1976-2016). The task is: Predict the product of the given reaction. (1) Given the reactants C(OC([NH:8][NH:9][C:10]1[CH:15]=[CH:14][C:13]([C:16](=[O:29])[NH:17][CH:18]2[CH2:23][C:22]([CH3:25])([CH3:24])[N:21]([CH3:26])[C:20]([CH3:28])([CH3:27])[CH2:19]2)=[CH:12][CH:11]=1)=O)(C)(C)C, predict the reaction product. The product is: [NH:9]([C:10]1[CH:15]=[CH:14][C:13]([C:16]([NH:17][CH:18]2[CH2:19][C:20]([CH3:27])([CH3:28])[N:21]([CH3:26])[C:22]([CH3:25])([CH3:24])[CH2:23]2)=[O:29])=[CH:12][CH:11]=1)[NH2:8]. (2) Given the reactants [CH2:1]([O:3][C:4](=[O:34])[C:5](=O)[CH2:6][C:7]([C:9]1[CH:10]=[N:11][N:12]([C:14]([C:27]2[CH:32]=[CH:31][CH:30]=[CH:29][CH:28]=2)([C:21]2[CH:26]=[CH:25][CH:24]=[CH:23][CH:22]=2)[C:15]2[CH:20]=[CH:19][CH:18]=[CH:17][CH:16]=2)[CH:13]=1)=O)[CH3:2].[NH:35]([C:37]1[CH:38]=[CH:39][C:40]([O:43][CH3:44])=[N:41][CH:42]=1)[NH2:36], predict the reaction product. The product is: [CH2:1]([O:3][C:4]([C:5]1[CH:6]=[C:7]([C:9]2[CH:10]=[N:11][N:12]([C:14]([C:27]3[CH:32]=[CH:31][CH:30]=[CH:29][CH:28]=3)([C:21]3[CH:22]=[CH:23][CH:24]=[CH:25][CH:26]=3)[C:15]3[CH:16]=[CH:17][CH:18]=[CH:19][CH:20]=3)[CH:13]=2)[N:35]([C:37]2[CH:42]=[N:41][C:40]([O:43][CH3:44])=[CH:39][CH:38]=2)[N:36]=1)=[O:34])[CH3:2].